This data is from Catalyst prediction with 721,799 reactions and 888 catalyst types from USPTO. The task is: Predict which catalyst facilitates the given reaction. (1) Reactant: [Cl:1][C:2]1[CH:3]=[C:4]([CH:7]=[C:8]([Cl:20])[C:9]=1[C:10]1[S:11][C:12]2[C:13](Cl)=[N:14][CH:15]=[CH:16][C:17]=2[N:18]=1)[C:5]#[N:6].Cl[C:22]1[CH:38]=C(C#N)C=[C:35](Cl)[C:23]=1[C:24](Cl)=[N:25]C1C=CN=C(Cl)C=1F.[NH2:42][C:43]([NH2:45])=S.N1C=CC=CC=1.C(N(CC)CC)C. Product: [Cl:1][C:2]1[CH:3]=[C:4]([C:5]#[N:6])[CH:7]=[C:8]([Cl:20])[C:9]=1[C:10]1[S:11][C:12]2[C:13]([NH:42][C:43]3[CH:35]=[C:23]([CH:22]=[CH:38][N:45]=3)[C:24]#[N:25])=[N:14][CH:15]=[CH:16][C:17]=2[N:18]=1. The catalyst class is: 32. (2) Reactant: [Cl:1][C:2]1[CH:7]=[CH:6][C:5]([CH:8]([C:20]2[CH:25]=[CH:24][C:23]([Cl:26])=[CH:22][CH:21]=2)[C:9]2[CH:10]=[C:11]3[C:16](=[CH:17][CH:18]=2)[N:15]=[CH:14][N:13]=[C:12]3Cl)=[CH:4][CH:3]=1.Cl.Cl.[N:29]1[CH:34]=[CH:33][CH:32]=[N:31][C:30]=1[N:35]1[CH2:40][CH2:39][CH:38]([NH2:41])[CH2:37][CH2:36]1. Product: [Cl:26][C:23]1[CH:22]=[CH:21][C:20]([CH:8]([C:5]2[CH:6]=[CH:7][C:2]([Cl:1])=[CH:3][CH:4]=2)[C:9]2[CH:10]=[C:11]3[C:16](=[CH:17][CH:18]=2)[N:15]=[CH:14][N:13]=[C:12]3[NH:41][CH:38]2[CH2:39][CH2:40][N:35]([C:30]3[N:29]=[CH:34][CH:33]=[CH:32][N:31]=3)[CH2:36][CH2:37]2)=[CH:25][CH:24]=1. The catalyst class is: 32.